Predict the reaction yield, written as a fraction of the theoretical maximum amount of product (1.0 means a 100% yield; for example, 0.34 means a 34% yield). From a dataset of Reaction yield outcomes from USPTO patents with 853,638 reactions. The reactants are [CH3:1][O:2][C:3]1[CH:12]=[CH:11][C:6]([C:7]([O:9]C)=[O:8])=[CH:5][C:4]=1[NH:13][C:14](=[O:22])[CH2:15][N:16]1[CH2:21][CH2:20][O:19][CH2:18][CH2:17]1.[OH-].[Li+].Cl. The catalyst is CO. The product is [CH3:1][O:2][C:3]1[CH:12]=[CH:11][C:6]([C:7]([OH:9])=[O:8])=[CH:5][C:4]=1[NH:13][C:14](=[O:22])[CH2:15][N:16]1[CH2:17][CH2:18][O:19][CH2:20][CH2:21]1. The yield is 0.810.